From a dataset of Reaction yield outcomes from USPTO patents with 853,638 reactions. Predict the reaction yield, written as a fraction of the theoretical maximum amount of product (1.0 means a 100% yield; for example, 0.34 means a 34% yield). The reactants are [O:1]=[C:2]1[C:11]2[C:6](=[CH:7][CH:8]=[CH:9][CH:10]=2)[C:5]([CH2:12][C:13]2[CH:14]=[C:15]([CH:19]=[CH:20][CH:21]=2)[C:16]([OH:18])=O)=[N:4][NH:3]1.[N:22]1(C(OC(C)(C)C)=O)[CH2:27][CH2:26][NH:25][CH2:24][CH2:23]1.F[P-](F)(F)(F)(F)F.N1(OC(N(C)C)=[N+](C)C)C2C=CC=CC=2N=N1.C(N(CC)C(C)C)(C)C. The catalyst is Cl.C(O)C.O.CC(N(C)C)=O. The product is [N:22]1([C:16]([C:15]2[CH:14]=[C:13]([CH:21]=[CH:20][CH:19]=2)[CH2:12][C:5]2[C:6]3[C:11](=[CH:10][CH:9]=[CH:8][CH:7]=3)[C:2](=[O:1])[NH:3][N:4]=2)=[O:18])[CH2:27][CH2:26][NH:25][CH2:24][CH2:23]1. The yield is 0.770.